This data is from Reaction yield outcomes from USPTO patents with 853,638 reactions. The task is: Predict the reaction yield, written as a fraction of the theoretical maximum amount of product (1.0 means a 100% yield; for example, 0.34 means a 34% yield). (1) The reactants are [CH3:1][N:2]1[CH2:7][CH2:6][NH:5][CH2:4][C:3]1=[O:8].Cl[C:10]1[N:15]=[CH:14][C:13]([C:16]([O:18][CH3:19])=[O:17])=[CH:12][N:11]=1. The catalyst is ClCCl. The product is [CH3:1][N:2]1[CH2:7][CH2:6][N:5]([C:10]2[N:15]=[CH:14][C:13]([C:16]([O:18][CH3:19])=[O:17])=[CH:12][N:11]=2)[CH2:4][C:3]1=[O:8]. The yield is 0.570. (2) The reactants are Cl[C:2]1[CH:7]=[C:6](/[CH:8]=[CH:9]/[CH:10]([C:15]2[CH:20]=[C:19]([Cl:21])[CH:18]=[C:17]([Cl:22])[CH:16]=2)[C:11]([F:14])([F:13])[F:12])[CH:5]=[CH:4][C:3]=1[CH2:23][NH2:24].[C:25](OC(=O)C)(=[O:27])[CH3:26]. The catalyst is C(Cl)Cl.O. The product is [Cl:22][C:17]1[CH:16]=[C:15]([CH:10]([C:11]([F:14])([F:12])[F:13])/[CH:9]=[CH:8]/[C:6]2[CH:7]=[CH:2][C:3]([CH2:23][NH:24][C:25](=[O:27])[CH3:26])=[CH:4][CH:5]=2)[CH:20]=[C:19]([Cl:21])[CH:18]=1. The yield is 0.600. (3) The reactants are [CH3:1][C:2]([CH3:59])([CH2:10][C:11]([O:13][C@H:14]1[CH2:31][CH2:30][C@@:29]2([CH3:32])[C@@H:16]([CH2:17][CH2:18][C@:19]3([CH3:56])[C@@H:28]2[CH2:27][CH2:26][C@H:25]2[C@@:20]3([CH3:55])[CH2:21][CH2:22][C@@:23]3(/[CH:40]=[CH:41]/[C:42]([NH:44][C:45]4([C:48]5[CH:53]=[CH:52][CH:51]=[C:50]([Cl:54])[CH:49]=5)[CH2:47][CH2:46]4)=[O:43])[CH2:35][C:34](=[O:36])[C:33]([CH:37]([CH3:39])[CH3:38])=[C:24]32)[C:15]1([CH3:58])[CH3:57])=[O:12])[C:3]([O:5]C(C)(C)C)=[O:4].C(O)(C(F)(F)F)=O. The catalyst is ClCCl. The product is [Cl:54][C:50]1[CH:49]=[C:48]([C:45]2([NH:44][C:42](=[O:43])/[CH:41]=[CH:40]/[C@:23]34[CH2:35][C:34](=[O:36])[C:33]([CH:37]([CH3:38])[CH3:39])=[C:24]3[C@@H:25]3[C@@:20]([CH3:55])([CH2:21][CH2:22]4)[C@@:19]4([CH3:56])[C@@H:28]([C@:29]5([CH3:32])[C@@H:16]([CH2:17][CH2:18]4)[C:15]([CH3:58])([CH3:57])[C@@H:14]([O:13][C:11](=[O:12])[CH2:10][C:2]([CH3:1])([CH3:59])[C:3]([OH:5])=[O:4])[CH2:31][CH2:30]5)[CH2:27][CH2:26]3)[CH2:47][CH2:46]2)[CH:53]=[CH:52][CH:51]=1. The yield is 0.530. (4) The reactants are C([O:3][C:4](=O)[CH2:5][N:6]([CH2:18][C:19]([N:21]([N:23]1[CH2:31][C:30]2[C:25](=[CH:26][CH:27]=[CH:28][CH:29]=2)[CH2:24]1)[CH3:22])=[O:20])[C:7]1[C:15]([CH3:16])=[CH:14][C:13]2[C:9](=[CH:10][N:11]([CH3:17])[N:12]=2)[CH:8]=1)C.[OH-:33].[Na+].Cl. The catalyst is CO.O1CCCC1. The product is [CH2:31]1[C:30]2[C:25](=[CH:26][CH:27]=[CH:28][CH:29]=2)[CH2:24][N:23]1[N:21]([CH3:22])[C:19](=[O:20])[CH2:18][N:6]([C:7]1[CH:8]=[C:9]2[C:10](=[CH:14][C:15]=1[CH3:16])[N:11]([CH3:17])[N:12]=[CH:13]2)[CH2:5][C:4]([OH:3])=[O:33]. The yield is 0.880. (5) The catalyst is ClCCCl.ClCCl. The product is [CH2:39]([O:38][C:33]1[CH:34]=[CH:35][CH:36]=[CH:37][C:32]=1[N:30]1[C:18](=[O:19])[C:11]2[C@@H:12]3[C:15]([CH3:17])([CH3:16])[C@@:9]([CH3:8])([CH2:14][CH2:13]3)[C:10]=2[N:29]1[CH3:27])[CH3:40]. The reactants are C(N(CC)CC)C.[CH3:8][C@:9]12[C:15]([CH3:17])([CH3:16])[C@H:12]([CH2:13][CH2:14]1)[CH:11]([C:18](Cl)=[O:19])[C:10]2=O.C(O[C:27]([NH:29][N:30]([C:32]1[CH:37]=[CH:36][CH:35]=[CH:34][C:33]=1[O:38][CH2:39][CH3:40])C)=O)(C)(C)C.Cl.O1CCOCC1. The yield is 0.300. (6) The reactants are [CH:1]1([NH:4][CH:5]2[CH2:14][C:13]3[C:8](=[CH:9][CH:10]=[CH:11][C:12]=3[O:15][CH3:16])[O:7][CH2:6]2)[CH2:3][CH2:2]1.[F:17][C:18]1[CH:19]=[C:20]2[C:24](=[CH:25][CH:26]=1)[NH:23][CH:22]=[C:21]2[CH2:27][CH2:28][CH:29]=O.C(O)(=O)C.C([BH3-])#N.[Na+]. The catalyst is CO.CCCCCC.CCOC(C)=O. The product is [CH:1]1([N:4]([CH2:29][CH2:28][CH2:27][C:21]2[C:20]3[C:24](=[CH:25][CH:26]=[C:18]([F:17])[CH:19]=3)[NH:23][CH:22]=2)[CH:5]2[CH2:14][C:13]3[C:8](=[CH:9][CH:10]=[CH:11][C:12]=3[O:15][CH3:16])[O:7][CH2:6]2)[CH2:3][CH2:2]1. The yield is 0.820. (7) The reactants are [OH:1][CH2:2][C@@H:3]([NH:6][C:7](=[O:13])[O:8][C:9]([CH3:12])([CH3:11])[CH3:10])[CH2:4][CH3:5].C(N(CC)CC)C.[CH3:21][S:22](Cl)(=[O:24])=[O:23].O. The catalyst is CCOCC. The product is [CH3:21][S:22]([O:1][CH2:2][C@@H:3]([NH:6][C:7]([O:8][C:9]([CH3:12])([CH3:11])[CH3:10])=[O:13])[CH2:4][CH3:5])(=[O:24])=[O:23]. The yield is 1.00. (8) The reactants are [Cl:1][C:2]1[C:3]([F:14])=[C:4]([NH:10]C(=O)C)[CH:5]=[CH:6][C:7]=1[C:8]#[N:9].C(=O)([O-])O.[Na+]. The catalyst is C(O)C. The product is [NH2:10][C:4]1[CH:5]=[CH:6][C:7]([C:8]#[N:9])=[C:2]([Cl:1])[C:3]=1[F:14]. The yield is 0.640.